Task: Predict which catalyst facilitates the given reaction.. Dataset: Catalyst prediction with 721,799 reactions and 888 catalyst types from USPTO (1) Reactant: [CH2:1]([O:3][C:4]([C:6]1[C:7](=[O:37])[C:8]2[CH:13]=[N:12][C:11]([NH:14][C:15]3[CH:20]=[CH:19][C:18]([CH:21]4[CH2:26][CH2:25][NH:24][CH2:23][CH2:22]4)=[CH:17][CH:16]=3)=[N:10][C:9]=2[N:27]([C:29]2[CH:34]=[CH:33][C:32]([CH2:35][CH3:36])=[CH:31][CH:30]=2)[CH:28]=1)=[O:5])[CH3:2].[C:38](OC(=O)C)(=[O:40])[CH3:39].O. Product: [CH2:1]([O:3][C:4]([C:6]1[C:7](=[O:37])[C:8]2[CH:13]=[N:12][C:11]([NH:14][C:15]3[CH:16]=[CH:17][C:18]([CH:21]4[CH2:26][CH2:25][N:24]([C:38](=[O:40])[CH3:39])[CH2:23][CH2:22]4)=[CH:19][CH:20]=3)=[N:10][C:9]=2[N:27]([C:29]2[CH:30]=[CH:31][C:32]([CH2:35][CH3:36])=[CH:33][CH:34]=2)[CH:28]=1)=[O:5])[CH3:2]. The catalyst class is: 17. (2) Reactant: [Li]N1C(C)(C)CCC[C:3]1(C)C.[CH3:12][O:13][C:14]1[C:23]2[C:18](=[C:19]([CH3:28])[C:20]([O:26][CH3:27])=[C:21]([O:24][CH3:25])[CH:22]=2)[CH:17]=[C:16]([C:29]([OH:31])=[O:30])[CH:15]=1.CI.O. Product: [CH2:28]([C:19]1[C:20]([O:26][CH3:27])=[C:21]([O:24][CH3:25])[CH:22]=[C:23]2[C:18]=1[CH:17]=[C:16]([C:29]([OH:31])=[O:30])[CH:15]=[C:14]2[O:13][CH3:12])[CH3:3]. The catalyst class is: 1. (3) Reactant: C(OC([N:8]1[CH2:14][CH2:13][C:12]2[S:15][C:16]([O:18]C)=[N:17][C:11]=2[CH2:10][CH2:9]1)=O)(C)(C)C.[F:20][C:21]([F:26])([F:25])[C:22]([OH:24])=[O:23]. Product: [F:20][C:21]([F:26])([F:25])[C:22]([OH:24])=[O:23].[S:15]1[C:12]2[CH2:13][CH2:14][NH:8][CH2:9][CH2:10][C:11]=2[NH:17][C:16]1=[O:18]. The catalyst class is: 4. (4) Reactant: C(N(CC)CC)C.[C:16](O[C:16]([O:18][C:19]([CH3:22])([CH3:21])[CH3:20])=[O:17])([O:18][C:19]([CH3:22])([CH3:21])[CH3:20])=[O:17].Cl.[OH:24][C@H:25]1[CH2:29][NH:28][C@@H:27]([C:30]([O:32][CH2:33][CH3:34])=[O:31])[CH2:26]1. Product: [OH:24][C@H:25]1[CH2:29][N:28]([C:16]([O:18][C:19]([CH3:20])([CH3:21])[CH3:22])=[O:17])[C@@H:27]([C:30]([O:32][CH2:33][CH3:34])=[O:31])[CH2:26]1. The catalyst class is: 38.